Task: Predict the product of the given reaction.. Dataset: Forward reaction prediction with 1.9M reactions from USPTO patents (1976-2016) Given the reactants [CH2:1]([N:3]1[CH:7]=[C:6]([C:8]2[CH:9]=[C:10]([CH:12]=[CH:13][CH:14]=2)[NH2:11])[C:5]([C:15]2[CH:20]=[CH:19][N:18]=[CH:17][CH:16]=2)=[N:4]1)[CH3:2].[Cl:21][C:22]1[CH:27]=[CH:26][CH:25]=[CH:24][C:23]=1[N:28]=[C:29]=[O:30], predict the reaction product. The product is: [Cl:21][C:22]1[CH:27]=[CH:26][CH:25]=[CH:24][C:23]=1[NH:28][C:29]([NH:11][C:10]1[CH:12]=[CH:13][CH:14]=[C:8]([C:6]2[C:5]([C:15]3[CH:16]=[CH:17][N:18]=[CH:19][CH:20]=3)=[N:4][N:3]([CH2:1][CH3:2])[CH:7]=2)[CH:9]=1)=[O:30].